This data is from Forward reaction prediction with 1.9M reactions from USPTO patents (1976-2016). The task is: Predict the product of the given reaction. (1) Given the reactants [F:1][C:2]1[C:11]2[CH2:10][N:9](CC3C=CC(OC)=CC=3)[C:8](=[O:21])[NH:7][C:6]=2[N:5]=[CH:4][CH:3]=1, predict the reaction product. The product is: [F:1][C:2]1[C:11]2[CH2:10][NH:9][C:8](=[O:21])[NH:7][C:6]=2[N:5]=[CH:4][CH:3]=1. (2) Given the reactants [C:1]1([C:7]2[O:8][C:9]([C:30]([F:33])([F:32])[F:31])=[C:10]([C:12]([NH:14][C:15]3[CH:16]=[CH:17][C:18]([N:21]4[CH2:26][CH2:25][CH:24]([C:27](O)=[O:28])[CH2:23][CH2:22]4)=[N:19][CH:20]=3)=[O:13])[N:11]=2)[CH:6]=[CH:5][CH:4]=[CH:3][CH:2]=1.[C:34]([NH:39][NH2:40])(=[O:38])[CH:35]([CH3:37])[CH3:36].C(N(CC)CC)C.C(O)C(N)(CO)CO.[N-]=C=O, predict the reaction product. The product is: [C:34]([NH:39][NH:40][C:27]([CH:24]1[CH2:25][CH2:26][N:21]([C:18]2[N:19]=[CH:20][C:15]([NH:14][C:12]([C:10]3[N:11]=[C:7]([C:1]4[CH:6]=[CH:5][CH:4]=[CH:3][CH:2]=4)[O:8][C:9]=3[C:30]([F:31])([F:33])[F:32])=[O:13])=[CH:16][CH:17]=2)[CH2:22][CH2:23]1)=[O:28])(=[O:38])[CH:35]([CH3:37])[CH3:36]. (3) The product is: [CH:1]([NH:4][C:5]([N:7]1[CH2:8][CH2:9][CH:10]([CH2:13][N:14]([CH:15]2[CH2:24][CH2:23][C:22]3[C:17](=[CH:18][C:19]([NH2:25])=[CH:20][CH:21]=3)[CH2:16]2)[CH2:32][CH3:33])[CH2:11][CH2:12]1)=[O:6])([CH3:2])[CH3:3]. Given the reactants [CH:1]([NH:4][C:5]([N:7]1[CH2:12][CH2:11][CH:10]([CH2:13][N:14]([CH2:32][CH3:33])[CH:15]2[CH2:24][CH2:23][C:22]3[C:17](=[CH:18][C:19]([NH:25]C(=O)C(F)(F)F)=[CH:20][CH:21]=3)[CH2:16]2)[CH2:9][CH2:8]1)=[O:6])([CH3:3])[CH3:2].C(=O)([O-])[O-].[K+].[K+], predict the reaction product.